Dataset: Full USPTO retrosynthesis dataset with 1.9M reactions from patents (1976-2016). Task: Predict the reactants needed to synthesize the given product. Given the product [ClH:16].[OH:15][CH2:14][C@@H:3]1[C@@H:2]([OH:1])[CH2:6][CH2:5][NH:4]1, predict the reactants needed to synthesize it. The reactants are: [OH:1][C@H:2]1[CH2:6][CH2:5][N:4](C(OC(C)(C)C)=O)[C@@H:3]1[CH2:14][OH:15].[ClH:16].O1CCOCC1.